From a dataset of Catalyst prediction with 721,799 reactions and 888 catalyst types from USPTO. Predict which catalyst facilitates the given reaction. (1) Reactant: [Cl:1][C:2]1[C:7]([O:8][CH3:9])=[CH:6][C:5]([O:10][CH3:11])=[CH:4][C:3]=1[C:12]1[C:23](=[O:24])[NH:22][C:15]2[N:16]=[C:17]([S:20][CH3:21])[N:18]=[CH:19][C:14]=2[CH:13]=1.C([O-])([O-])=O.[K+].[K+].CS(O[CH2:36][CH2:37][N:38]1[CH2:42][C@@H:41]2[CH2:43][N:44]([C:46]([O:48][C:49]([CH3:52])([CH3:51])[CH3:50])=[O:47])[CH2:45][C@@H:40]2[CH2:39]1)(=O)=O.O. Product: [Cl:1][C:2]1[C:7]([O:8][CH3:9])=[CH:6][C:5]([O:10][CH3:11])=[CH:4][C:3]=1[C:12]1[C:23](=[O:24])[N:22]([CH2:36][CH2:37][N:38]2[CH2:42][C@@H:41]3[CH2:43][N:44]([C:46]([O:48][C:49]([CH3:50])([CH3:52])[CH3:51])=[O:47])[CH2:45][C@@H:40]3[CH2:39]2)[C:15]2[N:16]=[C:17]([S:20][CH3:21])[N:18]=[CH:19][C:14]=2[CH:13]=1. The catalyst class is: 3. (2) Reactant: [NH2:1][C:2]1[C:3]([C:14]([NH2:16])=[O:15])=[N:4][C:5]([CH:8]2[CH2:13][CH2:12][NH:11][CH2:10][CH2:9]2)=[CH:6][CH:7]=1.[Cl:17][C:18]1[N:23]=[C:22]([C:24]([O:26]C)=[O:25])[CH:21]=[C:20](Cl)[N:19]=1.[OH-].[K+].Cl. Product: [NH2:1][C:2]1[CH:7]=[CH:6][C:5]([CH:8]2[CH2:13][CH2:12][N:11]([C:20]3[N:19]=[C:18]([Cl:17])[N:23]=[C:22]([C:24]([OH:26])=[O:25])[CH:21]=3)[CH2:10][CH2:9]2)=[N:4][C:3]=1[C:14](=[O:15])[NH2:16]. The catalyst class is: 24. (3) The catalyst class is: 37. Product: [O:17]1[C:21]2=[CH:22][C:23]3[CH2:24][CH2:25][CH2:26][N:27]([C:2]4[C:3](=[O:16])[NH:4][C:5]5[C:10]([N:11]=4)=[CH:9][C:8]([C:12]([O:14][CH3:15])=[O:13])=[CH:7][CH:6]=5)[C:28]=3[CH:29]=[C:20]2[O:19][CH2:18]1. Reactant: Cl[C:2]1[C:3](=[O:16])[NH:4][C:5]2[C:10]([N:11]=1)=[CH:9][C:8]([C:12]([O:14][CH3:15])=[O:13])=[CH:7][CH:6]=2.[O:17]1[C:21]2=[CH:22][C:23]3[CH2:24][CH2:25][CH2:26][NH:27][C:28]=3[CH:29]=[C:20]2[O:19][CH2:18]1. (4) Reactant: [CH:1]([C:3]1[CH:4]=[C:5]2[C:10](=[CH:11][CH:12]=1)[C:9](=[O:13])[O:8][CH:7]([CH3:14])[CH2:6]2)=[CH2:2].C1C=C(Cl)C=C(C(OO)=[O:23])C=1. Product: [CH3:14][CH:7]1[CH2:6][C:5]2[C:10](=[CH:11][CH:12]=[C:3]([CH:1]3[CH2:2][O:23]3)[CH:4]=2)[C:9](=[O:13])[O:8]1. The catalyst class is: 34. (5) Reactant: Cl.[NH:2]1[CH2:6][CH2:5][CH2:4][C@H:3]1[C:7]#[N:8].[Cl:9][C:10]1[C:11]([OH:21])=[C:12]([S:17](Cl)(=[O:19])=[O:18])[CH:13]=[C:14]([Cl:16])[CH:15]=1. Product: [Cl:9][C:10]1[C:11]([OH:21])=[C:12]([S:17]([N:2]2[CH2:6][CH2:5][CH2:4][C@H:3]2[C:7]#[N:8])(=[O:19])=[O:18])[CH:13]=[C:14]([Cl:16])[CH:15]=1. The catalyst class is: 202. (6) Reactant: I[C:2]1[CH:7]=[CH:6][C:5]([CH:8]2[CH2:13][CH2:12][CH2:11][CH:10]([OH:14])[CH2:9]2)=[CH:4][CH:3]=1.[Cl:15][C:16]1[CH:21]=[CH:20][C:19]([C:22]2[CH:23]=[CH:24][C:25]([C:28]#[CH:29])=[N:26][CH:27]=2)=[CH:18][CH:17]=1. Product: [Cl:15][C:16]1[CH:17]=[CH:18][C:19]([C:22]2[CH:23]=[CH:24][C:25]([C:28]#[C:29][C:2]3[CH:7]=[CH:6][C:5]([CH:8]4[CH2:13][CH2:12][CH2:11][CH:10]([OH:14])[CH2:9]4)=[CH:4][CH:3]=3)=[N:26][CH:27]=2)=[CH:20][CH:21]=1. The catalyst class is: 25. (7) Reactant: [CH:1]1[CH:2]=[CH:3][C:4]([C@@H:7]2[N:16]([C:17]([O:19][C@@H:20]3[CH:25]4[CH2:26][CH2:27][N:22]([CH2:23][CH2:24]4)[CH2:21]3)=[O:18])[CH2:15][CH2:14][C:13]3[CH:12]=[CH:11][CH:10]=[CH:9][C:8]2=3)=[CH:5][CH:6]=1.[C:28]([OH:35])(=[O:34])[CH2:29][CH2:30][C:31]([OH:33])=[O:32]. Product: [CH:1]1[CH:6]=[CH:5][C:4]([C@@H:7]2[N:16]([C:17]([O:19][C@@H:20]3[CH:25]4[CH2:24][CH2:23][N:22]([CH2:27][CH2:26]4)[CH2:21]3)=[O:18])[CH2:15][CH2:14][C:13]3[CH:12]=[CH:11][CH:10]=[CH:9][C:8]2=3)=[CH:3][CH:2]=1.[CH2:29]([C:28]([OH:35])=[O:34])[CH2:30][C:31]([OH:33])=[O:32]. The catalyst class is: 41.